The task is: Predict the reaction yield, written as a fraction of the theoretical maximum amount of product (1.0 means a 100% yield; for example, 0.34 means a 34% yield).. This data is from Reaction yield outcomes from USPTO patents with 853,638 reactions. (1) The reactants are Cl[C:2]1[C:11]2[C:6](=[CH:7][C:8]([O:14][CH2:15][CH:16]3[CH2:21][CH2:20][N:19]([CH3:22])[CH2:18][CH2:17]3)=[C:9]([O:12][CH3:13])[CH:10]=2)[N:5]=[CH:4][N:3]=1.[OH:23][C:24]1[CH:25]=[C:26]2[C:30](=[CH:31][CH:32]=1)[NH:29][CH:28]=[CH:27]2.C(=O)([O-])[O-].[K+].[K+].O. The catalyst is CN(C=O)C. The product is [NH:29]1[C:30]2[C:26](=[CH:25][C:24]([O:23][C:2]3[C:11]4[C:6](=[CH:7][C:8]([O:14][CH2:15][CH:16]5[CH2:21][CH2:20][N:19]([CH3:22])[CH2:18][CH2:17]5)=[C:9]([O:12][CH3:13])[CH:10]=4)[N:5]=[CH:4][N:3]=3)=[CH:32][CH:31]=2)[CH:27]=[CH:28]1. The yield is 0.640. (2) The reactants are [CH2:1]([N:8]([CH2:21][C:22]1[CH:39]=[CH:38][C:25]([O:26][C:27]2[CH:32]=[CH:31][C:30]([CH2:33][CH2:34][C:35](O)=[O:36])=[CH:29][CH:28]=2)=[CH:24][CH:23]=1)[C:9]1[CH:14]=[CH:13][CH:12]=[C:11]([NH:15][S:16]([CH3:19])(=[O:18])=[O:17])[C:10]=1[CH3:20])[C:2]1[CH:7]=[CH:6][CH:5]=[CH:4][CH:3]=1.Cl.C[O:42][C:43](=[O:46])[CH2:44][NH2:45].C(N(C(C)C)CC)(C)C.CCN=C=NCCCN(C)C.C1C=CC2N(O)N=NC=2C=1. The catalyst is CN(C=O)C.C(OCC)C. The product is [CH2:1]([N:8]([CH2:21][C:22]1[CH:23]=[CH:24][C:25]([O:26][C:27]2[CH:28]=[CH:29][C:30]([CH2:33][CH2:34][C:35]([NH:45][CH2:44][C:43]([OH:46])=[O:42])=[O:36])=[CH:31][CH:32]=2)=[CH:38][CH:39]=1)[C:9]1[CH:14]=[CH:13][CH:12]=[C:11]([NH:15][S:16]([CH3:19])(=[O:17])=[O:18])[C:10]=1[CH3:20])[C:2]1[CH:7]=[CH:6][CH:5]=[CH:4][CH:3]=1. The yield is 0.870. (3) The product is [C:1]([NH:5][C:6]([C:8]1[C:16]2[C:11](=[N:12][CH:13]=[C:14]([C:17]3[C:25]4[CH2:24][CH2:23][CH2:22][CH2:21][C:20]=4[N:19]([CH3:26])[N+:18]=3[O-:27])[N:15]=2)[NH:10][CH:9]=1)=[O:7])([CH3:4])([CH3:3])[CH3:2]. The reactants are [C:1]([NH:5][C:6]([C:8]1[C:16]2[C:11](=[N:12][CH:13]=[C:14]([C:17]3[C:25]4[CH2:24][CH2:23][CH2:22][CH2:21][C:20]=4[N:19]([CH3:26])[N+:18]=3[O-:27])[N:15]=2)[N:10](COCC[Si](C)(C)C)[CH:9]=1)=[O:7])([CH3:4])([CH3:3])[CH3:2].C(O)(C(F)(F)F)=O. The yield is 0.881. The catalyst is ClCCl. (4) The reactants are Br[C:2]1[CH:14]=[N:13][C:12]2[C:11]3[CH:10]=[CH:9][C:8]([C:15]([O:17][CH3:18])=[O:16])=[CH:7][C:6]=3[N:5]([CH:19]([C:26]3[CH:31]=[CH:30][C:29]([F:32])=[CH:28][CH:27]=3)[CH:20]3[CH2:25][CH2:24][O:23][CH2:22][CH2:21]3)[C:4]=2[CH:3]=1.[CH3:33][C:34]1([CH3:50])[C:38]([CH3:40])([CH3:39])[O:37][B:36]([B:36]2[O:37][C:38]([CH3:40])([CH3:39])[C:34]([CH3:50])([CH3:33])[O:35]2)[O:35]1.CC([O-])=O.[K+]. The catalyst is C1C=CC(P(C2C=CC=CC=2)[C-]2C=CC=C2)=CC=1.C1C=CC(P(C2C=CC=CC=2)[C-]2C=CC=C2)=CC=1.Cl[Pd]Cl.[Fe+2].O1CCOCC1. The product is [F:32][C:29]1[CH:28]=[CH:27][C:26]([CH:19]([CH:20]2[CH2:21][CH2:22][O:23][CH2:24][CH2:25]2)[N:5]2[C:6]3[CH:7]=[C:8]([C:15]([O:17][CH3:18])=[O:16])[CH:9]=[CH:10][C:11]=3[C:12]3[N:13]=[CH:14][C:2]([B:36]4[O:37][C:38]([CH3:40])([CH3:39])[C:34]([CH3:50])([CH3:33])[O:35]4)=[CH:3][C:4]2=3)=[CH:31][CH:30]=1. The yield is 0.460. (5) The reactants are Br[C:2]1[S:6][C:5]([S:7]([C:10]2[C:21]([O:22][CH3:23])=[CH:20][C:13]3[CH2:14][CH2:15][N:16]([CH3:19])[CH2:17][CH2:18][C:12]=3[CH:11]=2)(=[O:9])=[O:8])=[CH:4][CH:3]=1.[Cl:24][C:25]1[CH:30]=[CH:29][C:28]([OH:31])=[CH:27][CH:26]=1.C(=O)([O-])[O-].[K+].[K+]. The catalyst is CN(C)C=O.ClCCl. The product is [Cl:24][C:25]1[CH:30]=[CH:29][C:28]([O:31][C:2]2[S:6][C:5]([S:7]([C:10]3[C:21]([O:22][CH3:23])=[CH:20][C:13]4[CH2:14][CH2:15][N:16]([CH3:19])[CH2:17][CH2:18][C:12]=4[CH:11]=3)(=[O:9])=[O:8])=[CH:4][CH:3]=2)=[CH:27][CH:26]=1. The yield is 0.120.